From a dataset of Catalyst prediction with 721,799 reactions and 888 catalyst types from USPTO. Predict which catalyst facilitates the given reaction. Reactant: [Cl:1][C:2]1[CH:7]=[CH:6][C:5]([C:8](=[O:18])[CH2:9][C:10]2[C:15]([F:16])=[CH:14][CH:13]=[CH:12][C:11]=2[F:17])=[CH:4][CH:3]=1.CO[CH:21](OC)[N:22]([CH3:24])[CH3:23]. Product: [Cl:1][C:2]1[CH:3]=[CH:4][C:5]([C:8](=[O:18])[C:9]([C:10]2[C:11]([F:17])=[CH:12][CH:13]=[CH:14][C:15]=2[F:16])=[CH:21][N:22]([CH3:24])[CH3:23])=[CH:6][CH:7]=1. The catalyst class is: 11.